From a dataset of NCI-60 drug combinations with 297,098 pairs across 59 cell lines. Regression. Given two drug SMILES strings and cell line genomic features, predict the synergy score measuring deviation from expected non-interaction effect. (1) Drug 1: CNC(=O)C1=NC=CC(=C1)OC2=CC=C(C=C2)NC(=O)NC3=CC(=C(C=C3)Cl)C(F)(F)F. Drug 2: CC(C)(C#N)C1=CC(=CC(=C1)CN2C=NC=N2)C(C)(C)C#N. Cell line: OVCAR3. Synergy scores: CSS=-2.90, Synergy_ZIP=3.81, Synergy_Bliss=0.861, Synergy_Loewe=-3.34, Synergy_HSA=-6.26. (2) Drug 1: CC(CN1CC(=O)NC(=O)C1)N2CC(=O)NC(=O)C2. Drug 2: C1C(C(OC1N2C=NC3=C2NC=NCC3O)CO)O. Cell line: NCI-H460. Synergy scores: CSS=39.0, Synergy_ZIP=0.525, Synergy_Bliss=0.0777, Synergy_Loewe=-5.47, Synergy_HSA=0.915. (3) Drug 1: CN(CC1=CN=C2C(=N1)C(=NC(=N2)N)N)C3=CC=C(C=C3)C(=O)NC(CCC(=O)O)C(=O)O. Drug 2: C1=CN(C(=O)N=C1N)C2C(C(C(O2)CO)O)O.Cl. Cell line: SW-620. Synergy scores: CSS=36.1, Synergy_ZIP=-15.5, Synergy_Bliss=-17.9, Synergy_Loewe=-12.5, Synergy_HSA=-11.1. (4) Drug 1: CC1=C(C(CCC1)(C)C)C=CC(=CC=CC(=CC(=O)O)C)C. Drug 2: C1CN(P(=O)(OC1)NCCCl)CCCl. Cell line: NCI-H322M. Synergy scores: CSS=-0.553, Synergy_ZIP=1.40, Synergy_Bliss=1.14, Synergy_Loewe=1.19, Synergy_HSA=-1.66. (5) Cell line: EKVX. Drug 2: C1=NC2=C(N=C(N=C2N1C3C(C(C(O3)CO)O)F)Cl)N. Synergy scores: CSS=13.7, Synergy_ZIP=3.49, Synergy_Bliss=3.66, Synergy_Loewe=1.95, Synergy_HSA=1.46. Drug 1: C1=CC(=CC=C1CCC2=CNC3=C2C(=O)NC(=N3)N)C(=O)NC(CCC(=O)O)C(=O)O. (6) Drug 1: CNC(=O)C1=CC=CC=C1SC2=CC3=C(C=C2)C(=NN3)C=CC4=CC=CC=N4. Drug 2: COC1=C2C(=CC3=C1OC=C3)C=CC(=O)O2. Cell line: K-562. Synergy scores: CSS=59.8, Synergy_ZIP=-1.53, Synergy_Bliss=-2.55, Synergy_Loewe=-42.9, Synergy_HSA=-3.09. (7) Drug 1: C(=O)(N)NO. Drug 2: C(CN)CNCCSP(=O)(O)O. Cell line: TK-10. Synergy scores: CSS=0.637, Synergy_ZIP=5.87, Synergy_Bliss=10.2, Synergy_Loewe=1.90, Synergy_HSA=2.46. (8) Drug 1: C1CC(C1)(C(=O)O)C(=O)O.[NH2-].[NH2-].[Pt+2]. Drug 2: CN1C2=C(C=C(C=C2)N(CCCl)CCCl)N=C1CCCC(=O)O.Cl. Cell line: SK-MEL-28. Synergy scores: CSS=6.15, Synergy_ZIP=-3.05, Synergy_Bliss=-0.926, Synergy_Loewe=-5.53, Synergy_HSA=-1.33.